Dataset: Peptide-MHC class I binding affinity with 185,985 pairs from IEDB/IMGT. Task: Regression. Given a peptide amino acid sequence and an MHC pseudo amino acid sequence, predict their binding affinity value. This is MHC class I binding data. (1) The peptide sequence is NYTKFWYVNH. The MHC is HLA-A03:01 with pseudo-sequence HLA-A03:01. The binding affinity (normalized) is 0. (2) The peptide sequence is NRLKPRDFK. The MHC is HLA-A02:03 with pseudo-sequence HLA-A02:03. The binding affinity (normalized) is 0.0847. (3) The peptide sequence is LRVLGKAGA. The MHC is HLA-B27:05 with pseudo-sequence HLA-B27:05. The binding affinity (normalized) is 0.224. (4) The peptide sequence is RSYMSFWCK. The MHC is HLA-A11:01 with pseudo-sequence HLA-A11:01. The binding affinity (normalized) is 0.936. (5) The peptide sequence is SSADLSLEK. The MHC is HLA-A03:01 with pseudo-sequence HLA-A03:01. The binding affinity (normalized) is 0.590.